This data is from Full USPTO retrosynthesis dataset with 1.9M reactions from patents (1976-2016). The task is: Predict the reactants needed to synthesize the given product. (1) Given the product [Cl:7][C:8]1[CH:9]=[N:10][N:11]([C:14]2[CH:19]=[CH:18][C:17]([O:20][CH3:21])=[CH:16][CH:15]=2)[CH:12]=1, predict the reactants needed to synthesize it. The reactants are: C([O-])([O-])=O.[K+].[K+].[Cl:7][C:8]1[CH:9]=[N:10][NH:11][CH:12]=1.I[C:14]1[CH:19]=[CH:18][C:17]([O:20][CH3:21])=[CH:16][CH:15]=1.N1C2C(=CC=CC=2O)C=CC=1.[NH4+].[Cl-]. (2) Given the product [CH3:1][O:2][C:3]1[CH:8]=[CH:7][C:6]([C:9]2[CH:10]=[C:11]3[C:12]([CH2:15][C:16](=[O:17])[NH:19]3)=[CH:13][CH:14]=2)=[CH:5][CH:4]=1, predict the reactants needed to synthesize it. The reactants are: [CH3:1][O:2][C:3]1[CH:8]=[CH:7][C:6]([C:9]2[CH:14]=[CH:13][C:12]([CH2:15][C:16](O)=[O:17])=[C:11]([N+:19]([O-])=O)[CH:10]=2)=[CH:5][CH:4]=1. (3) Given the product [CH3:6][O:5][C:47]1[CH:48]=[CH:49][C:44]([C:41]2[O:40][C:39]([C:37]([N:35]3[CH2:34][CH:33]([O:32][C:30]4[CH:29]=[CH:28][C:25]([CH:26]=[O:27])=[CH:24][CH:31]=4)[CH2:36]3)=[O:38])=[N:43][N:42]=2)=[CH:45][CH:46]=1, predict the reactants needed to synthesize it. The reactants are: CS([O:5][CH:6]1CN(C(C2OC(C3C=CC=CC=3)=NN=2)=O)C1)(=O)=O.C[C:24]1[CH:31]=[C:30]([O:32][CH:33]2[CH2:36][N:35]([C:37]([C:39]3[O:40][C:41]([C:44]4[CH:49]=[CH:48][CH:47]=[CH:46][CH:45]=4)=[N:42][N:43]=3)=[O:38])[CH2:34]2)[CH:29]=[CH:28][C:25]=1[CH:26]=[O:27].COC1C=CC(C2OC(C(OCC)=O)=NN=2)=CC=1. (4) Given the product [CH3:4][C:2]([C:5]1[CH:10]=[C:9]([CH:8]=[CH:7][C:6]=1[OH:11])[CH:14]=[O:12])([CH3:1])[CH3:3], predict the reactants needed to synthesize it. The reactants are: [CH3:1][C:2]([C:5]1[CH:10]=[CH:9][CH:8]=[CH:7][C:6]=1[OH:11])([CH3:4])[CH3:3].[OH-:12].[Na+].[CH:14](Cl)(Cl)Cl.Cl. (5) Given the product [OH:2][CH2:1][C:3]1([C:13]([O:15][CH2:16][CH3:17])=[O:14])[CH2:4][CH2:5][C:6]2([O:10][CH2:9][CH2:8][O:7]2)[CH2:11][CH2:12]1, predict the reactants needed to synthesize it. The reactants are: [CH:1]([C:3]1([C:13]([O:15][CH2:16][CH3:17])=[O:14])[CH2:12][CH2:11][C:6]2([O:10][CH2:9][CH2:8][O:7]2)[CH2:5][CH2:4]1)=[O:2].[BH4-].[Na+]. (6) Given the product [Cl:11][C:12]1[CH:13]=[C:14]([CH2:20][C:21]([O:23][CH3:24])=[O:22])[CH:15]=[CH:16][C:17]=1[C:18](=[N:2][OH:3])[NH2:19], predict the reactants needed to synthesize it. The reactants are: Cl.[NH2:2][OH:3].C(N(CC)CC)C.[Cl:11][C:12]1[CH:13]=[C:14]([CH2:20][C:21]([O:23][CH3:24])=[O:22])[CH:15]=[CH:16][C:17]=1[C:18]#[N:19]. (7) Given the product [C:1]([C:3]1[CH:4]=[N:5][C:6]2[C:11]([CH:12]=1)=[CH:10][C:9]([O:13][CH:14]([S:25][CH3:26])[C:15]([NH:17][C:18]([CH2:22][O:23][CH3:24])([CH3:21])[CH:19]=[O:20])=[O:16])=[CH:8][CH:7]=2)#[CH:2], predict the reactants needed to synthesize it. The reactants are: [C:1]([C:3]1[CH:4]=[N:5][C:6]2[C:11]([CH:12]=1)=[CH:10][C:9]([O:13][CH:14]([S:25][CH3:26])[C:15]([NH:17][C:18]([CH2:22][O:23][CH3:24])([CH3:21])[CH2:19][OH:20])=[O:16])=[CH:8][C:7]=2C)#[CH:2].CC(OI1(OC(C)=O)(OC(C)=O)OC(=O)C2C=CC=CC1=2)=O.C([O-])(O)=O.[Na+].